This data is from Forward reaction prediction with 1.9M reactions from USPTO patents (1976-2016). The task is: Predict the product of the given reaction. (1) Given the reactants I[C:2]1[C:6]2=[N:7][CH:8]=[C:9]([C:11]3[C:12]([CH3:17])=[N:13][O:14][C:15]=3[CH3:16])[CH:10]=[C:5]2[N:4]([C:18]([CH3:26])([C:20]2[CH:25]=[CH:24][CH:23]=[CH:22][N:21]=2)[CH3:19])[CH:3]=1.CC1(C)C(C)(C)OB([C:35]2[CH:44]=[CH:43][C:38]([C:39]([O:41][CH3:42])=[O:40])=[CH:37][CH:36]=2)O1.C(=O)([O-])[O-].[K+].[K+], predict the reaction product. The product is: [CH3:17][C:12]1[C:11]([C:9]2[CH:10]=[C:5]3[N:4]([C:18]([CH3:26])([C:20]4[CH:25]=[CH:24][CH:23]=[CH:22][N:21]=4)[CH3:19])[CH:3]=[C:2]([C:35]4[CH:44]=[CH:43][C:38]([C:39]([O:41][CH3:42])=[O:40])=[CH:37][CH:36]=4)[C:6]3=[N:7][CH:8]=2)=[C:15]([CH3:16])[O:14][N:13]=1. (2) Given the reactants Cl[C:2]1[N:7]=[C:6]([Cl:8])[N:5]=[CH:4][N:3]=1.CCN(C(C)C)C(C)C.[NH2:18][C:19]1[CH:20]=[C:21]([CH2:25][C:26]([NH2:28])=[O:27])[CH:22]=[CH:23][CH:24]=1, predict the reaction product. The product is: [Cl:8][C:6]1[N:5]=[CH:4][N:3]=[C:2]([NH:18][C:19]2[CH:20]=[C:21]([CH2:25][C:26]([NH2:28])=[O:27])[CH:22]=[CH:23][CH:24]=2)[N:7]=1.